This data is from Forward reaction prediction with 1.9M reactions from USPTO patents (1976-2016). The task is: Predict the product of the given reaction. Given the reactants [C:1]([N:5]1[CH2:10][CH2:9][CH2:8][C@@H:7]([NH:11][C:12]2[C:17]([F:18])=[CH:16][N:15]=[C:14]([NH:19][C:20]3[CH:21]=[C:22]4[C:27](=[CH:28][CH:29]=3)[CH2:26][N:25](C(OC(C)(C)C)=O)[CH2:24][CH2:23]4)[N:13]=2)[CH2:6]1)(=[O:4])[CH:2]=[CH2:3].C([O-])([O-])=O.[K+].[K+].[O:43]1[CH2:46][CH:45]([CH2:47]OS(C2C=CC(C)=CC=2)(=O)=O)[CH2:44]1, predict the reaction product. The product is: [F:18][C:17]1[C:12]([NH:11][C@@H:7]2[CH2:8][CH2:9][CH2:10][N:5]([C:1](=[O:4])[CH:2]=[CH2:3])[CH2:6]2)=[N:13][C:14]([NH:19][C:20]2[CH:21]=[C:22]3[C:27](=[CH:28][CH:29]=2)[CH2:26][N:25]([CH2:47][CH:45]2[CH2:46][O:43][CH2:44]2)[CH2:24][CH2:23]3)=[N:15][CH:16]=1.